From a dataset of TCR-epitope binding with 47,182 pairs between 192 epitopes and 23,139 TCRs. Binary Classification. Given a T-cell receptor sequence (or CDR3 region) and an epitope sequence, predict whether binding occurs between them. (1) The epitope is VLAWLYAAV. The TCR CDR3 sequence is CATSGEGSYNEQFF. Result: 1 (the TCR binds to the epitope). (2) The epitope is RLRAEAQVK. The TCR CDR3 sequence is CASSQSFDRRETQYF. Result: 1 (the TCR binds to the epitope). (3) The epitope is TPINLVRDL. The TCR CDR3 sequence is CASSQGGSSSYEQYF. Result: 1 (the TCR binds to the epitope). (4) The epitope is SEISMDNSPNL. The TCR CDR3 sequence is CASSFRTNEQFF. Result: 1 (the TCR binds to the epitope). (5) The epitope is TPRVTGGGAM. The TCR CDR3 sequence is CASSLSHSTGNYGYTF. Result: 1 (the TCR binds to the epitope). (6) The epitope is NLVPMVATV. The TCR CDR3 sequence is CSARDGVTSGIYNEQFF. Result: 1 (the TCR binds to the epitope).